The task is: Predict the reaction yield, written as a fraction of the theoretical maximum amount of product (1.0 means a 100% yield; for example, 0.34 means a 34% yield).. This data is from Reaction yield outcomes from USPTO patents with 853,638 reactions. The reactants are Cl[C:2]1[CH:3]=[C:4]([NH:10][C:11]2[CH:15]=[C:14]([CH3:16])[O:13][N:12]=2)[C:5](=[O:9])[N:6]([CH3:8])[N:7]=1.[C:17]([O:20][CH2:21][C:22]1[C:23]([N:37]2[N:46]=[CH:45][C:44]3[C:39](=[C:40]([F:51])[CH:41]=[C:42]([C:47]([CH3:50])([CH3:49])[CH3:48])[CH:43]=3)[C:38]2=[O:52])=[N:24][CH:25]=[CH:26][C:27]=1B1OC(C)(C)C(C)(C)O1)(=[O:19])[CH3:18].C([O-])(=O)C.[K+].[O-]P([O-])([O-])=O.[K+].[K+].[K+]. The catalyst is O.C1C=CC(P(C2C=CC=CC=2)[C-]2C=CC=C2)=CC=1.C1C=CC(P(C2C=CC=CC=2)[C-]2C=CC=C2)=CC=1.Cl[Pd]Cl.[Fe+2].C(#N)C. The product is [C:17]([O:20][CH2:21][C:22]1[C:23]([N:37]2[N:46]=[CH:45][C:44]3[C:39](=[C:40]([F:51])[CH:41]=[C:42]([C:47]([CH3:49])([CH3:48])[CH3:50])[CH:43]=3)[C:38]2=[O:52])=[N:24][CH:25]=[CH:26][C:27]=1[C:2]1[CH:3]=[C:4]([NH:10][C:11]2[CH:15]=[C:14]([CH3:16])[O:13][N:12]=2)[C:5](=[O:9])[N:6]([CH3:8])[N:7]=1)(=[O:19])[CH3:18]. The yield is 0.320.